Predict the product of the given reaction. From a dataset of Forward reaction prediction with 1.9M reactions from USPTO patents (1976-2016). Given the reactants C(O[CH:4](OCC)[CH2:5][NH:6][C:7]([N:9]1[C:17]2[C:12](=[CH:13][C:14]([N+:18]([O-:20])=[O:19])=[CH:15][CH:16]=2)[CH2:11][CH2:10]1)=[NH:8])C, predict the reaction product. The product is: [NH:6]1[CH:5]=[CH:4][N:8]=[C:7]1[N:9]1[C:17]2[C:12](=[CH:13][C:14]([N+:18]([O-:20])=[O:19])=[CH:15][CH:16]=2)[CH2:11][CH2:10]1.